Task: Predict the product of the given reaction.. Dataset: Forward reaction prediction with 1.9M reactions from USPTO patents (1976-2016) (1) Given the reactants C([NH:8][C@@H:9]1[CH2:15][CH2:14][C@@H:13]2[N:16](CC3C=CC=CC=3)[C@@:10]1([C:33]1[CH:38]=[CH:37][CH:36]=[CH:35][CH:34]=1)[CH2:11][C@H:12]2[S:24]([C:27]1[CH:32]=[CH:31][CH:30]=[CH:29][CH:28]=1)(=[O:26])=[O:25])C1C=CC=CC=1.[H][H], predict the reaction product. The product is: [NH2:8][C@@H:9]1[CH2:15][CH2:14][C@@H:13]2[NH:16][C@@:10]1([C:33]1[CH:38]=[CH:37][CH:36]=[CH:35][CH:34]=1)[CH2:11][C@H:12]2[S:24]([C:27]1[CH:32]=[CH:31][CH:30]=[CH:29][CH:28]=1)(=[O:26])=[O:25]. (2) The product is: [CH3:11][O:10][C:8]([C@@H:3]1[CH2:7][CH2:6][CH2:5][N:4]1[N:23]=[O:24])=[O:9]. Given the reactants Cl.C[C@:3]1([C:8]([O:10][CH3:11])=[O:9])[CH2:7][CH2:6][CH2:5][NH:4]1.C1(C)C=CC(S(O)(=O)=O)=CC=1.[N:23]([O-])=[O:24].[Na+], predict the reaction product. (3) Given the reactants Cl.[P:2]([O:10][C:11]1[CH:16]=[CH:15][C:14]([CH2:17][O:18][Si](C(C)(C)C)(C)C)=[CH:13][CH:12]=1)([O:7][CH2:8][CH3:9])([O:4][CH2:5][CH3:6])=[O:3].C(=O)(O)[O-].[Na+], predict the reaction product. The product is: [P:2]([O:10][C:11]1[CH:12]=[CH:13][C:14]([CH2:17][OH:18])=[CH:15][CH:16]=1)([O:7][CH2:8][CH3:9])([O:4][CH2:5][CH3:6])=[O:3]. (4) Given the reactants [Mg].[CH2:2]([O:9][CH2:10][O:11][CH2:12][C@@H:13]([CH3:26])[CH2:14]OS(C1C=CC(C)=CC=1)(=O)=O)[C:3]1[CH:8]=[CH:7][CH:6]=[CH:5][CH:4]=1.[Li+].[Cl-], predict the reaction product. The product is: [CH2:2]([O:9][CH2:10][O:11][CH2:12][C@@H:13]([CH3:26])[CH2:14][CH2:5][CH:4]=[C:3]([CH3:8])[CH3:2])[C:3]1[CH:4]=[CH:5][CH:6]=[CH:7][CH:8]=1. (5) Given the reactants [F:1][C:2]1[CH:3]=[C:4]([S:15](Cl)(=[O:17])=[O:16])[CH:5]=[CH:6][C:7]=1[NH:8][C:9](=[O:14])[C:10]([F:13])([F:12])[F:11].[NH2:19][C:20]1[S:21][CH:22]=[CH:23][N:24]=1, predict the reaction product. The product is: [F:11][C:10]([F:13])([F:12])[C:9]([NH:8][C:7]1[CH:6]=[CH:5][C:4]([S:15](=[O:17])(=[O:16])[NH:19][C:20]2[S:21][CH:22]=[CH:23][N:24]=2)=[CH:3][C:2]=1[F:1])=[O:14]. (6) Given the reactants [Cl:1][CH2:2][CH2:3][CH2:4][CH2:5][C:6](Cl)=[O:7].[NH2:9][C:10]1[CH:11]=[C:12]([C:16]2[C:25]3[CH2:24][CH2:23][CH2:22][CH2:21][C:20]=3[C:19](=[O:26])[NH:18][N:17]=2)[CH:13]=[CH:14][CH:15]=1.C(=O)([O-])[O-].[K+].[K+].Cl, predict the reaction product. The product is: [Cl:1][CH2:2][CH2:3][CH2:4][CH2:5][C:6]([NH:9][C:10]1[CH:11]=[C:12]([C:16]2[C:25]3[CH2:24][CH2:23][CH2:22][CH2:21][C:20]=3[C:19](=[O:26])[NH:18][N:17]=2)[CH:13]=[CH:14][CH:15]=1)=[O:7]. (7) Given the reactants [C:1]([N:4]1[C:13]2[C:8](=[CH:9][C:10]([C:14]([O:16]CC)=[O:15])=[CH:11][CH:12]=2)[C@H:7]([NH:19][C:20]([O:22][CH2:23][C:24]2[CH:29]=[CH:28][CH:27]=[CH:26][CH:25]=2)=[O:21])[C@@H:6]([CH3:30])[C@@H:5]1[CH:31]1[CH2:33][CH2:32]1)(=[O:3])[CH3:2].C(N1C2C(=CC(C(OCC)=O)=CC=2)[C@H](NC(OCC2C=CC=CC=2)=O)[C@H](C)[C@@H]1C1CC1)(=O)C.[OH-].[Li+].O, predict the reaction product. The product is: [C:1]([N:4]1[C:13]2[C:8](=[CH:9][C:10]([C:14]([OH:16])=[O:15])=[CH:11][CH:12]=2)[C@H:7]([NH:19][C:20]([O:22][CH2:23][C:24]2[CH:29]=[CH:28][CH:27]=[CH:26][CH:25]=2)=[O:21])[C@@H:6]([CH3:30])[C@@H:5]1[CH:31]1[CH2:32][CH2:33]1)(=[O:3])[CH3:2].